Dataset: Reaction yield outcomes from USPTO patents with 853,638 reactions. Task: Predict the reaction yield, written as a fraction of the theoretical maximum amount of product (1.0 means a 100% yield; for example, 0.34 means a 34% yield). (1) The reactants are [Si]([O:8][CH2:9][CH2:10][N:11]1[CH2:15][CH2:14][C@H:13]([NH:16]C(=O)OC(C)(C)C)[C:12]1=[O:24])(C(C)(C)C)(C)C.O1CCOCC1.[ClH:31]. No catalyst specified. The product is [ClH:31].[NH2:16][C@H:13]1[CH2:14][CH2:15][N:11]([CH2:10][CH2:9][OH:8])[C:12]1=[O:24]. The yield is 1.00. (2) The reactants are [F:1][C:2]1[CH:3]=[C:4]([C@H:8]2[CH2:12][CH2:11][CH2:10][N:9]2[C:13]2[CH:18]=[CH:17][N:16]3[N:19]=[CH:20][C:21]([NH2:22])=[C:15]3[N:14]=2)[CH:5]=[CH:6][CH:7]=1.[N:23]1[CH:28]=[CH:27][CH:26]=[CH:25][C:24]=1[C:29](O)=[O:30].CN(C(ON1N=NC2C=CC=NC1=2)=[N+](C)C)C.F[P-](F)(F)(F)(F)F.CCN(C(C)C)C(C)C. The yield is 0.860. The product is [F:1][C:2]1[CH:3]=[C:4]([C@H:8]2[CH2:12][CH2:11][CH2:10][N:9]2[C:13]2[CH:18]=[CH:17][N:16]3[N:19]=[CH:20][C:21]([NH:22][C:29](=[O:30])[C:24]4[CH:25]=[CH:26][CH:27]=[CH:28][N:23]=4)=[C:15]3[N:14]=2)[CH:5]=[CH:6][CH:7]=1. The catalyst is CCOC(C)=O.CN(C=O)C. (3) The reactants are [C:1]([O:5][C:6](=[O:30])[CH2:7][C@@H:8]([C:15](N1[C@H](C)[C@H](C2C=CC=CC=2)OC1=O)=[O:16])[CH2:9][C@H:10]([CH3:14])[CH2:11][CH2:12][CH3:13])([CH3:4])([CH3:3])[CH3:2].[Li+].[OH-].OO.S(=O)(O)[O-:36].[Na+].S([O-])([O-])=O.[Na+].[Na+]. The catalyst is O.C1COCC1.CCOCC.CCCCCC. The product is [C:1]([O:5][C:6](=[O:30])[CH2:7][C@H:8]([CH2:9][C@H:10]([CH3:14])[CH2:11][CH2:12][CH3:13])[C:15]([OH:16])=[O:36])([CH3:2])([CH3:3])[CH3:4]. The yield is 0.930. (4) The yield is 0.900. The catalyst is CO.[Ni]. The reactants are [F:1][C:2]1[C:3]([CH:12]([CH3:14])[CH3:13])=[C:4]([C:10]#[N:11])[C:5](=[O:9])[NH:6][C:7]=1[CH3:8]. The product is [NH2:11][CH2:10][C:4]1[C:5](=[O:9])[NH:6][C:7]([CH3:8])=[C:2]([F:1])[C:3]=1[CH:12]([CH3:14])[CH3:13]. (5) The reactants are C([Li])CCC.[C:6]1([S:12]([CH:15]([CH3:17])[CH3:16])(=[O:14])=[O:13])[CH:11]=[CH:10][CH:9]=[CH:8][CH:7]=1.[CH2:18]1[O:20][CH2:19]1. The catalyst is O1CCCC1. The product is [C:6]1([S:12]([C:15]([CH3:17])([CH3:16])[CH2:19][CH2:18][OH:20])(=[O:14])=[O:13])[CH:11]=[CH:10][CH:9]=[CH:8][CH:7]=1. The yield is 0.990. (6) The reactants are [C:1]1([P:7]([C:14]2[CH:19]=[CH:18][CH:17]=[CH:16][CH:15]=2)[C:8]2[CH:13]=[CH:12][CH:11]=[CH:10][CH:9]=2)[CH:6]=[CH:5][CH:4]=[CH:3][CH:2]=1.BrCC1C=CC2C(=CC=CC=2)C=1.BrC1C=CC(C=[O:38])=CC=1.C([O-])([O-])=O.[K+].[K+]. The catalyst is C1(C)C=CC=CC=1.CCCCCC. The product is [C:14]1([P:7](=[O:38])([C:1]2[CH:2]=[CH:3][CH:4]=[CH:5][CH:6]=2)[C:8]2[CH:13]=[CH:12][CH:11]=[CH:10][CH:9]=2)[CH:15]=[CH:16][CH:17]=[CH:18][CH:19]=1. The yield is 0.920. (7) The reactants are Cl[C:2]1[C:11]2[C:6](=[CH:7][C:8]([O:14][CH2:15][CH2:16][CH2:17][N:18]3[CH2:23][CH2:22][CH2:21][CH2:20][CH2:19]3)=[C:9]([O:12][CH3:13])[CH:10]=2)[N:5]=[CH:4][N:3]=1.C(=O)([O-])[O-].[K+].[K+].[OH:30][C:31]1[CH:40]=[C:39]2[C:34]([CH:35]=[CH:36][CH:37]=[N:38]2)=[CH:33][CH:32]=1.[OH-].[Na+]. The catalyst is CN(C=O)C. The product is [CH3:13][O:12][C:9]1[CH:10]=[C:11]2[C:6](=[CH:7][C:8]=1[O:14][CH2:15][CH2:16][CH2:17][N:18]1[CH2:23][CH2:22][CH2:21][CH2:20][CH2:19]1)[N:5]=[CH:4][N:3]=[C:2]2[O:30][C:31]1[CH:40]=[C:39]2[C:34]([CH:35]=[CH:36][CH:37]=[N:38]2)=[CH:33][CH:32]=1. The yield is 0.520.